From a dataset of Full USPTO retrosynthesis dataset with 1.9M reactions from patents (1976-2016). Predict the reactants needed to synthesize the given product. (1) Given the product [F:20][C:21]1[CH:26]=[C:25]([I:27])[CH:24]=[CH:23][C:22]=1[NH:28][C:29]1[CH:37]=[N:36][CH:35]=[C:34]([C:38]2[CH:43]=[CH:42][CH:41]=[CH:40][C:39]=2[F:44])[C:30]=1[C:31]#[N:33], predict the reactants needed to synthesize it. The reactants are: N1C=CC=CC=1.FC(F)(F)C(OC(=O)C(F)(F)F)=O.[F:20][C:21]1[CH:26]=[C:25]([I:27])[CH:24]=[CH:23][C:22]=1[NH:28][C:29]1[CH:37]=[N:36][CH:35]=[C:34]([C:38]2[CH:43]=[CH:42][CH:41]=[CH:40][C:39]=2[F:44])[C:30]=1[C:31]([NH2:33])=O. (2) The reactants are: Br[C:2]1[CH:7]=[CH:6][C:5]([C@:8]2([NH:18][C:19](=[O:27])[C:20]3[CH:25]=[CH:24][C:23]([F:26])=[CH:22][CH:21]=3)[C:13]3=[N:14][CH:15]=[CH:16][CH:17]=[C:12]3[O:11][CH2:10][CH2:9]2)=[CH:4][CH:3]=1.[O-]P([O-])([O-])=O.[K+].[K+].[K+].[B-]12([C:47]3[N:52]=[CH:51][CH:50]=[CH:49][CH:48]=3)OC(=O)C[N+]1(C)CC(O2)=O.C(NCC)C. Given the product [F:26][C:23]1[CH:24]=[CH:25][C:20]([C:19]([NH:18][C@@:8]2([C:5]3[CH:6]=[CH:7][C:2]([C:51]4[CH:50]=[CH:49][CH:48]=[CH:47][N:52]=4)=[CH:3][CH:4]=3)[C:13]3=[N:14][CH:15]=[CH:16][CH:17]=[C:12]3[O:11][CH2:10][CH2:9]2)=[O:27])=[CH:21][CH:22]=1, predict the reactants needed to synthesize it. (3) The reactants are: [Cl:1][C:2]1[CH:3]=[N:4][CH:5]=[CH:6][C:7]=1[CH2:8][CH:9]1[CH2:18][CH2:17][C:16]2[C:11](=[CH:12][C:13]([O:21][CH3:22])=[C:14]([O:19][CH3:20])[CH:15]=2)[C:10]1=[O:23].[CH2:24]([Br:31])[C:25]1[CH:30]=[CH:29][CH:28]=[CH:27][CH:26]=1. Given the product [Br-:31].[CH2:24]([N+:4]1[CH:5]=[CH:6][C:7]([CH2:8][CH:9]2[CH2:18][CH2:17][C:16]3[C:11](=[CH:12][C:13]([O:21][CH3:22])=[C:14]([O:19][CH3:20])[CH:15]=3)[C:10]2=[O:23])=[C:2]([Cl:1])[CH:3]=1)[C:25]1[CH:30]=[CH:29][CH:28]=[CH:27][CH:26]=1, predict the reactants needed to synthesize it. (4) Given the product [Si:1]([O:8][C@H:9]1[CH2:18][C:17]([CH3:20])([CH3:19])[CH2:16][C:15]2[N:14]=[C:13]([CH:21]([CH3:23])[CH3:22])[C:12]([C@@H:24]([C:26]3[CH:31]=[CH:30][C:29]([C:32]([CH3:35])([CH3:34])[CH3:33])=[CH:28][CH:27]=3)[OH:25])=[C:11]([C:40]3[CH2:41][CH2:42][O:37][CH2:38][CH:39]=3)[C:10]1=2)([C:4]([CH3:7])([CH3:6])[CH3:5])([CH3:3])[CH3:2], predict the reactants needed to synthesize it. The reactants are: [Si:1]([O:8][C@H:9]1[CH2:18][C:17]([CH3:20])([CH3:19])[CH2:16][C:15]2[N:14]=[C:13]([CH:21]([CH3:23])[CH3:22])[C:12]([C@@H:24]([C:26]3[CH:31]=[CH:30][C:29]([C:32]([CH3:35])([CH3:34])[CH3:33])=[CH:28][CH:27]=3)[OH:25])=[C:11](I)[C:10]1=2)([C:4]([CH3:7])([CH3:6])[CH3:5])([CH3:3])[CH3:2].[O:37]1[CH2:42][CH:41]=[C:40](B2OC(C)(C)C(C)(C)O2)[CH2:39][CH2:38]1. (5) Given the product [CH3:30][C@@H:26]1[CH2:27][CH2:28][CH2:29][N:25]1[CH2:24][CH2:23][NH:22][C:3](=[C:17]([C:20]#[N:21])[C:18]#[N:19])[N:4]1[CH2:9][CH2:8][CH:7]([CH2:10][N:11]2[CH2:16][CH2:15][CH2:14][CH2:13][CH2:12]2)[CH2:6][CH2:5]1, predict the reactants needed to synthesize it. The reactants are: CS[C:3](=[C:17]([C:20]#[N:21])[C:18]#[N:19])[N:4]1[CH2:9][CH2:8][CH:7]([CH2:10][N:11]2[CH2:16][CH2:15][CH2:14][CH2:13][CH2:12]2)[CH2:6][CH2:5]1.[NH2:22][CH2:23][CH2:24][N:25]1[CH2:29][CH2:28][CH2:27][C@H:26]1[CH3:30]. (6) Given the product [CH:21]1([C:2]2[CH:9]=[CH:8][C:5]([C:6]#[N:7])=[CH:4][C:3]=2[C:10]([F:13])([F:12])[F:11])[CH2:26][CH2:25][CH2:24][CH2:23][CH2:22]1, predict the reactants needed to synthesize it. The reactants are: Br[C:2]1[CH:9]=[CH:8][C:5]([C:6]#[N:7])=[CH:4][C:3]=1[C:10]([F:13])([F:12])[F:11].CC(N(C)C)=O.[Br-].[CH:21]1([Zn+])[CH2:26][CH2:25][CH2:24][CH2:23][CH2:22]1.